Predict the reaction yield, written as a fraction of the theoretical maximum amount of product (1.0 means a 100% yield; for example, 0.34 means a 34% yield). From a dataset of Reaction yield outcomes from USPTO patents with 853,638 reactions. (1) The reactants are [NH2:1][CH2:2][CH2:3][CH2:4][O:5][Si](C(C)(C)C)(C1C=CC=CC=1)C1C=CC=CC=1.[C:23]([O:38][C@H:39]([CH2:44][CH2:45][CH2:46][CH2:47][CH2:48][CH2:49][CH2:50][CH2:51][CH2:52][CH2:53][CH3:54])[CH2:40][C:41]([OH:43])=O)(=[O:37])[CH2:24][CH2:25][CH2:26][CH2:27][CH2:28][CH2:29][CH2:30][CH2:31][CH2:32][CH2:33][CH2:34][CH2:35][CH3:36].C(Cl)CCl.CCCC[N+](CCCC)(CCCC)CCCC.[F-]. The catalyst is C1COCC1. The product is [C:23]([O:38][C@H:39]([CH2:44][CH2:45][CH2:46][CH2:47][CH2:48][CH2:49][CH2:50][CH2:51][CH2:52][CH2:53][CH3:54])[CH2:40][C:41]([NH:1][CH2:2][CH2:3][CH2:4][OH:5])=[O:43])(=[O:37])[CH2:24][CH2:25][CH2:26][CH2:27][CH2:28][CH2:29][CH2:30][CH2:31][CH2:32][CH2:33][CH2:34][CH2:35][CH3:36]. The yield is 0.910. (2) The product is [CH2:17]([C:14](=[CH:15][CH3:16])[C@H:5]([NH:6][C:7](=[O:8])[O:9][C:10]([CH3:12])([CH3:11])[CH3:13])[CH2:4][OH:3])[CH3:18]. The yield is 0.750. The catalyst is CO. The reactants are CC1(C)[N:6]([C:7]([O:9][C:10]([CH3:13])([CH3:12])[CH3:11])=[O:8])[C@@H:5]([C:14]([CH2:17][CH3:18])=[CH:15][CH3:16])[CH2:4][O:3]1.O.C1(C)C=CC(S(O)(=O)=O)=CC=1.C(N(CC)CC)C.C(OC(OC(C)(C)C)=O)(OC(C)(C)C)=O.